This data is from Experimentally validated miRNA-target interactions with 360,000+ pairs, plus equal number of negative samples. The task is: Binary Classification. Given a miRNA mature sequence and a target amino acid sequence, predict their likelihood of interaction. The miRNA is hsa-miR-4447 with sequence GGUGGGGGCUGUUGUUU. The protein sequence of the target gene is MAEADPKMVTEPGAHGVAEEAMASTACDSGDESDSNSSSSTNSCSSSGSSSSGSSSSSSSSSSSSSSSSSSSSGSSGSSSNGSHLNRKKRVPEPSRRAQRRPSGKLFLDKLPQAVRNRVQALRNIQNECDKVDTLFLRAIHDLERKYAELNKPLYDKRFQIINAEYEPTEEECEWNSEEEFSGDEEMQDDTPNEMPPLEGEEEEESCNEKAEVKEEGTHVPEEVPEAKVEEEEAPKETPEVKTEEKDIPKEGAEEKAEEQESSKEIPEVKGEEKADSTDCIDIAPEEKEDVKEVTQANTE.... Result: 0 (no interaction).